Dataset: Catalyst prediction with 721,799 reactions and 888 catalyst types from USPTO. Task: Predict which catalyst facilitates the given reaction. (1) Reactant: [CH:1]1([C:6]2[C:7]([OH:17])=[CH:8][C:9]([N+:14]([O-])=O)=[C:10]([CH:13]=2)[C:11]#[N:12])[CH2:5][CH2:4][CH2:3][CH2:2]1. Product: [NH2:14][C:9]1[CH:8]=[C:7]([OH:17])[C:6]([CH:1]2[CH2:2][CH2:3][CH2:4][CH2:5]2)=[CH:13][C:10]=1[C:11]#[N:12]. The catalyst class is: 29. (2) Reactant: [CH3:1][C:2]1[N:3]([CH2:30][C:31]([O:33][CH2:34][CH3:35])=[O:32])[C:4]2[CH2:5][C:6]([CH3:29])([CH3:28])[CH2:7][C:8](=O)[C:9]=2[C:10]=1[S:11][C:12]1[CH:17]=[CH:16][C:15]([S:18]([N:21]2[CH2:26][CH2:25][O:24][CH2:23][CH2:22]2)(=[O:20])=[O:19])=[CH:14][CH:13]=1.B.C1COCC1.CCO. Product: [CH3:1][C:2]1[N:3]([CH2:30][C:31]([O:33][CH2:34][CH3:35])=[O:32])[C:4]2[CH2:5][C:6]([CH3:29])([CH3:28])[CH2:7][CH2:8][C:9]=2[C:10]=1[S:11][C:12]1[CH:17]=[CH:16][C:15]([S:18]([N:21]2[CH2:22][CH2:23][O:24][CH2:25][CH2:26]2)(=[O:20])=[O:19])=[CH:14][CH:13]=1. The catalyst class is: 1. (3) Reactant: C([N-]C(C)C)(C)C.[Li+].[C:9]([C:13]1[CH:18]=[CH:17][C:16]([C:19](=[O:21])[CH3:20])=[CH:15][CH:14]=1)([CH3:12])([CH3:11])[CH3:10].[CH3:22][O:23][C:24]1[CH:31]=[CH:30][C:27]([CH:28]=[O:29])=[CH:26][CH:25]=1.[NH4+].[Cl-]. Product: [CH3:22][O:23][C:24]1[CH:31]=[CH:30][C:27]([CH:28]([OH:29])[CH2:20][C:19]([C:16]2[CH:15]=[CH:14][C:13]([C:9]([CH3:12])([CH3:10])[CH3:11])=[CH:18][CH:17]=2)=[O:21])=[CH:26][CH:25]=1. The catalyst class is: 1.